Predict the reaction yield, written as a fraction of the theoretical maximum amount of product (1.0 means a 100% yield; for example, 0.34 means a 34% yield). From a dataset of Reaction yield outcomes from USPTO patents with 853,638 reactions. (1) The reactants are [CH2:1]([C:8]1[CH:13]=[C:12](Br)[CH:11]=[CH:10][C:9]=1[O:15][CH3:16])[C:2]1[CH:7]=[CH:6][CH:5]=[CH:4][CH:3]=1.[B:17]1([B:17]2[O:21][C:20]([CH3:23])([CH3:22])[C:19]([CH3:25])([CH3:24])[O:18]2)[O:21][C:20]([CH3:23])([CH3:22])[C:19]([CH3:25])([CH3:24])[O:18]1.CC([O-])=O.[K+].O. The catalyst is CS(C)=O. The product is [CH2:1]([C:8]1[CH:13]=[C:12]([B:17]2[O:21][C:20]([CH3:23])([CH3:22])[C:19]([CH3:25])([CH3:24])[O:18]2)[CH:11]=[CH:10][C:9]=1[O:15][CH3:16])[C:2]1[CH:7]=[CH:6][CH:5]=[CH:4][CH:3]=1. The yield is 0.550. (2) The reactants are [Cl:1][C:2]1[CH:7]=[CH:6][CH:5]=[CH:4][N:3]=1.[Li+].CC([N-]C(C)C)C.[CH:16](=[O:18])[CH3:17].O. The catalyst is C1COCC1. The product is [Cl:1][C:2]1[C:7]([CH:16]([OH:18])[CH3:17])=[CH:6][CH:5]=[CH:4][N:3]=1. The yield is 0.380. (3) The reactants are [C:9](O[C:9]([O:11][C:12]([CH3:15])([CH3:14])[CH3:13])=[O:10])([O:11][C:12]([CH3:15])([CH3:14])[CH3:13])=[O:10].[N:16]1(C(OC)=O)[C:24]2[C:19](=[CH:20][CH:21]=[C:22]([C:25]([O-:27])=[O:26])[CH:23]=2)[CH:18]=[CH:17]1.[C:32](#N)C. The catalyst is CN(C)C1C=CN=CC=1. The product is [N:16]1([C:9]([O:11][C:12]([CH3:13])([CH3:14])[CH3:15])=[O:10])[C:24]2[C:19](=[CH:20][CH:21]=[C:22]([C:25]([O:27][CH3:32])=[O:26])[CH:23]=2)[CH:18]=[CH:17]1. The yield is 0.950. (4) The reactants are [OH-].[Na+].C([O:5][C:6](=[O:17])[CH2:7][O:8][C:9]1[CH:14]=[CH:13][C:12]([C:15]#[N:16])=[CH:11][CH:10]=1)C.Cl. The catalyst is CO. The product is [C:15]([C:12]1[CH:13]=[CH:14][C:9]([O:8][CH2:7][C:6]([OH:17])=[O:5])=[CH:10][CH:11]=1)#[N:16]. The yield is 0.720. (5) The reactants are [NH2:1][C:2]1[S:6][C:5]([C:7]2[CH:12]=[CH:11][N:10]=[C:9]([NH:13][C:14](=[O:16])[CH3:15])[CH:8]=2)=[N:4][C:3]=1[C:17]1[CH:22]=[CH:21][CH:20]=[CH:19][C:18]=1[Cl:23].[C:24](OC(=O)C)(=[O:26])[CH3:25].S(=O)(=O)(O)O. No catalyst specified. The product is [C:24]([NH:1][C:2]1[S:6][C:5]([C:7]2[CH:12]=[CH:11][N:10]=[C:9]([NH:13][C:14](=[O:16])[CH3:15])[CH:8]=2)=[N:4][C:3]=1[C:17]1[CH:22]=[CH:21][CH:20]=[CH:19][C:18]=1[Cl:23])(=[O:26])[CH3:25]. The yield is 0.620. (6) The reactants are [BrH:1].[CH:2]1([N:5]([C:13]2[N:18]3[N:19]=[CH:20][C:21]([CH:22]=[O:23])=[C:17]3[N:16]=[C:15]([C:24]3[CH:28]=[C:27]([CH2:29]O)[S:26][CH:25]=3)[CH:14]=2)C(=O)OC(C)(C)C)[CH2:4][CH2:3]1. The catalyst is ClCCl. The product is [Br:1][CH2:29][C:27]1[S:26][CH:25]=[C:24]([C:15]2[CH:14]=[C:13]([NH:5][CH:2]3[CH2:4][CH2:3]3)[N:18]3[N:19]=[CH:20][C:21]([CH:22]=[O:23])=[C:17]3[N:16]=2)[CH:28]=1. The yield is 0.200.